Task: Predict which catalyst facilitates the given reaction.. Dataset: Catalyst prediction with 721,799 reactions and 888 catalyst types from USPTO (1) The catalyst class is: 40. Reactant: [NH2:1][C:2]1[CH:11]=[C:10]([C:12](=[O:18])[NH:13][CH2:14][CH2:15][O:16][CH3:17])[CH:9]=[CH:8][C:3]=1[C:4]([O:6]C)=[O:5].[OH-].[K+].C(O)(=O)C. Product: [NH2:1][C:2]1[CH:11]=[C:10]([C:12](=[O:18])[NH:13][CH2:14][CH2:15][O:16][CH3:17])[CH:9]=[CH:8][C:3]=1[C:4]([OH:6])=[O:5]. (2) Reactant: [F:1][C:2]1[CH:45]=[CH:44][CH:43]=[C:42]([F:46])[C:3]=1[C:4]([NH:6][C:7]1[CH:12]=[CH:11][CH:10]=[C:9]([C:13]2[N:14]=[C:15]([CH:36]3[CH2:41][CH2:40][NH:39][CH2:38][CH2:37]3)[S:16][C:17]=2[C:18]2[CH:23]=[CH:22][N:21]=[C:20]([NH:24][C:25]3[CH:34]=[C:33]4[C:28]([CH2:29][CH2:30][N:31]([CH3:35])[CH2:32]4)=[CH:27][CH:26]=3)[N:19]=2)[CH:8]=1)=[O:5].C=O.[CH3:49]C(O)=O.C(O[BH-](OC(=O)C)OC(=O)C)(=O)C.[Na+]. Product: [F:46][C:42]1[CH:43]=[CH:44][CH:45]=[C:2]([F:1])[C:3]=1[C:4]([NH:6][C:7]1[CH:12]=[CH:11][CH:10]=[C:9]([C:13]2[N:14]=[C:15]([CH:36]3[CH2:41][CH2:40][N:39]([CH3:49])[CH2:38][CH2:37]3)[S:16][C:17]=2[C:18]2[CH:23]=[CH:22][N:21]=[C:20]([NH:24][C:25]3[CH:34]=[C:33]4[C:28]([CH2:29][CH2:30][N:31]([CH3:35])[CH2:32]4)=[CH:27][CH:26]=3)[N:19]=2)[CH:8]=1)=[O:5]. The catalyst class is: 100. (3) Reactant: [BH4-].[Na+].[N:3]1[N:4]([CH2:12][CH2:13][C:14]#[C:15][C:16]2[N:21]=[C:20]([C:22](=[O:24])[CH3:23])[CH:19]=[CH:18][CH:17]=2)[N:5]=[C:6]2[CH:11]=[CH:10][CH:9]=[CH:8][C:7]=12. Product: [N:3]1[N:4]([CH2:12][CH2:13][C:14]#[C:15][C:16]2[N:21]=[C:20]([CH:22]([OH:24])[CH3:23])[CH:19]=[CH:18][CH:17]=2)[N:5]=[C:6]2[CH:11]=[CH:10][CH:9]=[CH:8][C:7]=12. The catalyst class is: 5. (4) Reactant: [CH3:1][O:2][C:3]1[N:8]2[N:9]=[C:10]([C:12]([F:15])([F:14])[F:13])[CH:11]=[C:7]2[C:6]([CH:16]=[CH:17][C:18]2[CH:23]=[CH:22][N:21]=[CH:20][CH:19]=2)=[CH:5][CH:4]=1. Product: [CH3:1][O:2][C:3]1[N:8]2[N:9]=[C:10]([C:12]([F:14])([F:13])[F:15])[CH:11]=[C:7]2[C:6]([CH2:16][CH2:17][C:18]2[CH:19]=[CH:20][N:21]=[CH:22][CH:23]=2)=[CH:5][CH:4]=1. The catalyst class is: 29. (5) Reactant: [CH3:1][C:2]1[NH:6][C:5]2[CH:7]=[C:8]([O:12][CH2:13][CH2:14][CH2:15][C:16]([O:18][CH2:19][CH3:20])=[O:17])[CH:9]=[C:10]([CH3:11])[C:4]=2[N:3]=1.C([O-])([O-])=O.[K+].[K+].CN(C=O)C.[C:32]([O:35][C:36]1[CH:41]=[CH:40][C:39]([CH2:42]Br)=[C:38]([Cl:44])[CH:37]=1)(=[O:34])[CH3:33]. Product: [C:32]([O:35][C:36]1[CH:41]=[CH:40][C:39]([CH2:42][N:6]2[C:5]3[CH:7]=[C:8]([O:12][CH2:13][CH2:14][CH2:15][C:16]([O:18][CH2:19][CH3:20])=[O:17])[CH:9]=[C:10]([CH3:11])[C:4]=3[N:3]=[C:2]2[CH3:1])=[C:38]([Cl:44])[CH:37]=1)(=[O:34])[CH3:33]. The catalyst class is: 25.